From a dataset of Full USPTO retrosynthesis dataset with 1.9M reactions from patents (1976-2016). Predict the reactants needed to synthesize the given product. (1) Given the product [C:1]([O:4][C@H:5]1[C@@H:9]([O:10][C:11](=[O:13])[CH3:12])[C@H:8]([N:14]2[CH:22]=[N:21][C:20]3[C:15]2=[N:16][C:17]([I:24])=[N:18][C:19]=3[NH:38][CH2:37][CH:36]([C:30]2[CH:35]=[CH:34][CH:33]=[CH:32][CH:31]=2)[C:39]2[CH:44]=[CH:43][CH:42]=[CH:41][CH:40]=2)[O:7][C@@H:6]1[CH2:25][O:26][C:27](=[O:29])[CH3:28])(=[O:3])[CH3:2], predict the reactants needed to synthesize it. The reactants are: [C:1]([O:4][C@H:5]1[C@@H:9]([O:10][C:11](=[O:13])[CH3:12])[C@H:8]([N:14]2[CH:22]=[N:21][C:20]3[C:15]2=[N:16][C:17]([I:24])=[N:18][C:19]=3Cl)[O:7][C@@H:6]1[CH2:25][O:26][C:27](=[O:29])[CH3:28])(=[O:3])[CH3:2].[C:30]1([CH:36]([C:39]2[CH:44]=[CH:43][CH:42]=[CH:41][CH:40]=2)[CH2:37][NH2:38])[CH:35]=[CH:34][CH:33]=[CH:32][CH:31]=1.C(N(CC)CC)C. (2) Given the product [F:30][C:31]1[C:36]([C:37]([C:2]2[N:3]=[C:4]([N:8]3[CH2:13][CH2:12][N:11]([C:14]([O:16][C:17]([CH3:20])([CH3:19])[CH3:18])=[O:15])[C@@H:10]([CH2:21][CH:22]([CH3:24])[CH3:23])[CH2:9]3)[S:5][C:6]=2[CH3:7])=[O:38])=[CH:35][CH:34]=[CH:33][N:32]=1, predict the reactants needed to synthesize it. The reactants are: Br[C:2]1[N:3]=[C:4]([N:8]2[CH2:13][CH2:12][N:11]([C:14]([O:16][C:17]([CH3:20])([CH3:19])[CH3:18])=[O:15])[C@@H:10]([CH2:21][CH:22]([CH3:24])[CH3:23])[CH2:9]2)[S:5][C:6]=1[CH3:7].[Li]CCCC.[F:30][C:31]1[C:36]([C:37](N(OC)C)=[O:38])=[CH:35][CH:34]=[CH:33][N:32]=1. (3) The reactants are: F[C:2]1[CH:3]=[C:4]([CH:9]=[CH:10][C:11]=1[N+:12]([O-:14])=[O:13])[C:5]([O:7][CH3:8])=[O:6].[F:15][C:16]([F:26])([F:25])[O:17][C:18]1[CH:19]=[C:20]([CH:22]=[CH:23][CH:24]=1)[NH2:21].C(N(CC)C(C)C)(C)C. Given the product [N+:12]([C:11]1[CH:10]=[CH:9][C:4]([C:5]([O:7][CH3:8])=[O:6])=[CH:3][C:2]=1[NH:21][C:20]1[CH:22]=[CH:23][CH:24]=[C:18]([O:17][C:16]([F:15])([F:25])[F:26])[CH:19]=1)([O-:14])=[O:13], predict the reactants needed to synthesize it. (4) Given the product [Cl:1][C:2]1[CH:3]=[C:4]([CH:7]=[CH:8][C:9]=1[Cl:10])[CH2:5][O:6][C:23]1[CH:24]=[CH:25][C:20]([C:19]([NH:18][S:15]([N:14]([CH3:28])[CH3:13])(=[O:17])=[O:16])=[O:27])=[CH:21][CH:22]=1, predict the reactants needed to synthesize it. The reactants are: [Cl:1][C:2]1[CH:3]=[C:4]([CH:7]=[CH:8][C:9]=1[Cl:10])[CH2:5][OH:6].[H-].[Na+].[CH3:13][N:14]([CH3:28])[S:15]([NH:18][C:19](=[O:27])[C:20]1[CH:25]=[CH:24][C:23](F)=[CH:22][CH:21]=1)(=[O:17])=[O:16].Cl. (5) Given the product [CH2:12]([N:14]([CH2:18][CH3:19])[CH2:15][CH2:16][NH:17][C:8]([C:7]1[CH:6]=[C:5]([CH3:11])[NH:4][C:3]=1[CH:1]=[O:2])=[O:10])[CH3:13], predict the reactants needed to synthesize it. The reactants are: [CH:1]([C:3]1[NH:4][C:5]([CH3:11])=[CH:6][C:7]=1[C:8]([OH:10])=O)=[O:2].[CH2:12]([N:14]([CH2:18][CH3:19])[CH2:15][CH2:16][NH2:17])[CH3:13].